Predict the product of the given reaction. From a dataset of Forward reaction prediction with 1.9M reactions from USPTO patents (1976-2016). The product is: [C:24]([C:23]1[CH:1]([C:3]2[O:11][C:10]3[CH:9]=[CH:8][N:7]=[C:6]([NH:12][C:13](=[O:20])[C:14]4[CH:15]=[CH:16][CH:17]=[CH:18][CH:19]=4)[C:5]=3[CH:4]=2)[C:33]2[C:34](=[O:35])[O:36][CH2:37][C:38]=2[NH:21][C:22]=1[CH3:26])#[N:25]. Given the reactants [CH:1]([C:3]1[O:11][C:10]2[CH:9]=[CH:8][N:7]=[C:6]([NH:12][C:13](=[O:20])[C:14]3[CH:19]=[CH:18][CH:17]=[CH:16][CH:15]=3)[C:5]=2[CH:4]=1)=O.[NH2:21][C:22]([CH3:26])=[CH:23][C:24]#[N:25].[C:34]([O:36][CH2:37][C:38](=O)[CH2:33][C:34]([O:36][CH2:37][CH3:38])=[O:35])(=[O:35])[CH3:33].Cl, predict the reaction product.